From a dataset of Reaction yield outcomes from USPTO patents with 853,638 reactions. Predict the reaction yield, written as a fraction of the theoretical maximum amount of product (1.0 means a 100% yield; for example, 0.34 means a 34% yield). (1) The reactants are [Si:1]([O:8][C:9]1([C:15]([O:17][CH2:18][CH3:19])=[O:16])[CH2:11][CH:10]1C(O)=O)([C:4]([CH3:7])([CH3:6])[CH3:5])([CH3:3])[CH3:2].CC[N:22]([CH:26](C)C)C(C)C.C1C=CC(P(N=[N+]=[N-])(C2C=CC=CC=2)=[O:36])=CC=1.[CH2:46]([OH:53])[C:47]1[CH:52]=[CH:51][CH:50]=[CH:49][CH:48]=1. The catalyst is C1(C)C=CC=CC=1.C(OCC)(=O)C. The product is [CH2:18]([O:17][C:15]([C:9]1([O:8][Si:1]([C:4]([CH3:5])([CH3:6])[CH3:7])([CH3:2])[CH3:3])[CH2:11][CH:10]1[NH:22][C:26]([O:53][CH2:46][C:47]1[CH:52]=[CH:51][CH:50]=[CH:49][CH:48]=1)=[O:36])=[O:16])[CH3:19]. The yield is 0.300. (2) The product is [CH:2]1[C:15]2[NH:14][C:13]3[C:8](=[CH:9][CH:10]=[CH:11][CH:12]=3)[S:7][C:6]=2[CH:5]=[CH:4][C:3]=1[C:16]1[N:17]=[C:18]([CH2:21][NH:22][C:23](=[O:29])[CH2:24][CH2:25][CH2:26][CH2:27][CH3:28])[S:19][CH:20]=1. The reactants are Cl.[CH:2]1[C:15]2[NH:14][C:13]3[C:8](=[CH:9][CH:10]=[CH:11][CH:12]=3)[S:7][C:6]=2[CH:5]=[CH:4][C:3]=1[C:16]1[N:17]=[C:18]([CH2:21][NH2:22])[S:19][CH:20]=1.[C:23](Cl)(=[O:29])[CH2:24][CH2:25][CH2:26][CH2:27][CH3:28].C(Cl)(=O)C. The yield is 0.407. No catalyst specified. (3) The yield is 0.290. The product is [CH3:13][N:14]([CH:49]1[CH2:50][CH2:51][O:52][CH2:53][CH2:54]1)[C@H:15]1[CH2:16][CH2:17][C@H:18]([N:21]2[C:26](=[O:27])[C:25]([CH2:28][C:29]3[CH:30]=[CH:31][C:32]([C:35]4[CH:40]=[CH:39][CH:38]=[CH:37][C:36]=4[C:41]4[NH:3][C:4](=[O:7])[O:5][N:42]=4)=[CH:33][CH:34]=3)=[C:24]([CH2:43][CH2:44][CH3:45])[N:23]3[N:46]=[CH:47][N:48]=[C:22]23)[CH2:19][CH2:20]1. The catalyst is O.C(OCC)(=O)C. The reactants are [Cl-].O[NH3+:3].[C:4](=[O:7])([O-])[OH:5].[Na+].CS(C)=O.[CH3:13][N:14]([CH:49]1[CH2:54][CH2:53][O:52][CH2:51][CH2:50]1)[C@H:15]1[CH2:20][CH2:19][C@H:18]([N:21]2[C:26](=[O:27])[C:25]([CH2:28][C:29]3[CH:34]=[CH:33][C:32]([C:35]4[C:36]([C:41]#[N:42])=[CH:37][CH:38]=[CH:39][CH:40]=4)=[CH:31][CH:30]=3)=[C:24]([CH2:43][CH2:44][CH3:45])[N:23]3[N:46]=[CH:47][N:48]=[C:22]23)[CH2:17][CH2:16]1. (4) The reactants are [CH3:1][CH:2]([S:4](Cl)(=[O:6])=[O:5])[CH3:3].[NH2:8][C:9]1[CH:10]=[C:11]([C:15]2[CH:20]=[CH:19][C:18]([C@@H:21]3[CH2:23][C@H:22]3[NH:24][C:25](=[O:31])[O:26][C:27]([CH3:30])([CH3:29])[CH3:28])=[CH:17][CH:16]=2)[CH:12]=[CH:13][CH:14]=1. The catalyst is N1C=CC=CC=1. The product is [CH3:1][CH:2]([S:4]([NH:8][C:9]1[CH:10]=[C:11]([C:15]2[CH:16]=[CH:17][C:18]([C@@H:21]3[CH2:23][C@H:22]3[NH:24][C:25](=[O:31])[O:26][C:27]([CH3:29])([CH3:28])[CH3:30])=[CH:19][CH:20]=2)[CH:12]=[CH:13][CH:14]=1)(=[O:6])=[O:5])[CH3:3]. The yield is 0.757. (5) The reactants are C(OC(=O)[NH:7][C@@H:8]([C:12]1[N:21]([NH:22][C:23]2[CH:28]=[CH:27][CH:26]=[CH:25][CH:24]=2)[C:20](=[O:29])[C:19]2[C:14](=[CH:15][C:16]([Cl:30])=[CH:17][CH:18]=2)[N:13]=1)[CH2:9][C:10]#[CH:11])(C)(C)C.Cl. The catalyst is CO.O1CCOCC1. The product is [NH2:7][C@@H:8]([C:12]1[N:21]([NH:22][C:23]2[CH:28]=[CH:27][CH:26]=[CH:25][CH:24]=2)[C:20](=[O:29])[C:19]2[C:14](=[CH:15][C:16]([Cl:30])=[CH:17][CH:18]=2)[N:13]=1)[CH2:9][C:10]#[CH:11]. The yield is 1.00. (6) The reactants are Cl[C:2]1[C:7]([N+:8]([O-])=O)=[CH:6][CH:5]=[C:4]([O:11][CH3:12])[N:3]=1.[C:13]1([NH:19][C:20](=O)[CH2:21][CH2:22][CH2:23][CH2:24][CH2:25][Cl:26])[CH:18]=[CH:17][CH:16]=[CH:15][CH:14]=1. No catalyst specified. The product is [Cl:26][CH2:25][CH2:24][CH2:23][CH2:22][CH2:21][C:20]1[N:19]([C:13]2[CH:14]=[CH:15][CH:16]=[CH:17][CH:18]=2)[C:2]2=[N:3][C:4]([O:11][CH3:12])=[CH:5][CH:6]=[C:7]2[N:8]=1. The yield is 0.570. (7) The reactants are C[O:2][C:3]([C@H:5]1[CH2:10][CH2:9][C@H:8]([O:11][C:12]2[CH:17]=[C:16]([CH3:18])[N:15]=[C:14]([CH3:19])[N:13]=2)[CH2:7][CH2:6]1)=O.O.[NH2:21][NH2:22]. The catalyst is C(O)CCC. The product is [CH3:19][C:14]1[N:13]=[C:12]([O:11][C@H:8]2[CH2:9][CH2:10][C@H:5]([C:3]([NH:21][NH2:22])=[O:2])[CH2:6][CH2:7]2)[CH:17]=[C:16]([CH3:18])[N:15]=1. The yield is 0.950.